Dataset: Experimentally validated miRNA-target interactions with 360,000+ pairs, plus equal number of negative samples. Task: Binary Classification. Given a miRNA mature sequence and a target amino acid sequence, predict their likelihood of interaction. (1) The miRNA is hsa-miR-4291 with sequence UUCAGCAGGAACAGCU. The protein sequence of the target gene is MELLSALSLGELALSFSRVPLFPVFDLSYFIVSILYLKYEPGAVELSRRHPIASWLCAMLHCFGSYILADLLLGEPLIDYFSNNSSILLASAVWYLIFFCPLDLFYKCVCFLPVKLIFVAMKEVVRVRKIAVGIHHAHHHYHHGWFVMIATGWVKGSGVALMSNFEQLLRGVWKPETNEILHMSFPTKASLYGAILFTLQQTRWLPVSKASLIFIFTLFMVSCKVFLTATHSHSSPFDALEGYICPVLFGSACGGDHHHDNHGGSHSGGGPGAQHSAMPAKSKEELSEGSRKKKAKKAD. Result: 0 (no interaction). (2) The miRNA is hsa-miR-1206 with sequence UGUUCAUGUAGAUGUUUAAGC. The protein sequence of the target gene is MGKKHKKHKAEWRSSYEDYADKPLEKPLKLVLKVGGSEVTELSGSGHDSSYYDDRSDHERERHKEKKKKKKKKSEKEKHLDDEERRKRKEEKKRKREREHCDTEGEADDFDPGKKVEVEPPPDRPVRACRTQPAENESTPIQQLLEHFLRQLQRKDPHGFFAFPVTDAIAPGYSMIIKHPMDFGTMKDKIVANEYKSVTEFKADFKLMCDNAMTYNRPDTVYYKLAKKILHAGFKMMSKQAALLGNEDTAVEEPVPEVVPVQVETAKKSKKPSREVISCMFEPEGNACSLTDSTAEEHVL.... Result: 0 (no interaction). (3) The miRNA is rno-miR-19b-3p with sequence UGUGCAAAUCCAUGCAAAACUGA. The protein sequence of the target gene is MSRSAAASGGPRRPERHLPPAPCGAPGPPETCRTEPDGAGTMNKLRQSLRRRKPAYVPEASRPHQWQADEDAVRKGTCSFPVRYLGHVEVEESRGMHVCEDAVKKLKAMGRKSVKSVLWVSADGLRVVDDKTKDLLVDQTIEKVSFCAPDRNLDKAFSYICRDGTTRRWICHCFLALKDSGERLSHAVGCAFAACLERKQRREKECGVTAAFDASRTSFAREGSFRLSGGGRPAEREAPDKKKAEAAAAPTVAPGPAQPGHVSPTPATTSPGEKGEAGTPVAAGTTAAAIPRRHAPLEQL.... Result: 0 (no interaction). (4) The miRNA is mmu-miR-1306-5p with sequence CACCACCUCCCCUGCAAACGUCC. The protein sequence of the target gene is MKQRKGQGSGGSRGRKKRGLSDISPSTSLPPLVEGQLRCFLKLTVNRVIWKIAKPPTCVLVRVRWWGETSDGTLFCPRDALQTEPKAVRTTTRYAIRCGPKQFTSYLTDMAVLVLEVITKLDGLPIGRVQINGLAQLSPTHQINGFFTIVSSTSKKLGELQVSLALEPLSETYDSYHPLPTTDMTENVLLSKQGFRENTEPSSTQFQVPSRPRDIHTIKIDGKELAANSSRSTTPRGKDHVCFAENPDTIKDSSFGLQHSLNSGQSLESVTLKGRAPRKQMSLLNSSEFQPQIRTVAKSH.... Result: 0 (no interaction).